This data is from Peptide-MHC class I binding affinity with 185,985 pairs from IEDB/IMGT. The task is: Regression. Given a peptide amino acid sequence and an MHC pseudo amino acid sequence, predict their binding affinity value. This is MHC class I binding data. (1) The peptide sequence is PYRVVVLSF. The MHC is HLA-A23:01 with pseudo-sequence HLA-A23:01. The binding affinity (normalized) is 0.720. (2) The peptide sequence is KMGDGFLYF. The MHC is HLA-A29:02 with pseudo-sequence HLA-A29:02. The binding affinity (normalized) is 0.797. (3) The peptide sequence is GMIPFFDFA. The MHC is HLA-A80:01 with pseudo-sequence HLA-A80:01. The binding affinity (normalized) is 0.0847. (4) The peptide sequence is FQPQSGNAM. The MHC is BoLA-JSP.1 with pseudo-sequence BoLA-JSP.1. The binding affinity (normalized) is 0.0641. (5) The peptide sequence is TLREYARL. The MHC is H-2-Kb with pseudo-sequence H-2-Kb. The binding affinity (normalized) is 0.548.